From a dataset of Forward reaction prediction with 1.9M reactions from USPTO patents (1976-2016). Predict the product of the given reaction. (1) Given the reactants [O:1]1[CH2:6][CH2:5][CH:4]([OH:7])[CH2:3][CH2:2]1.CCN(CC)CC.[CH3:15][S:16](Cl)(=[O:18])=[O:17], predict the reaction product. The product is: [CH3:15][S:16]([O:7][CH:4]1[CH2:5][CH2:6][O:1][CH2:2][CH2:3]1)(=[O:18])=[O:17]. (2) Given the reactants [C:1]([OH:6])(=[O:5])[C:2]([OH:4])=[O:3].CCOC(C)=O.CO.[F:15][C:16]1[CH:17]=[C:18]2[C:25](=[CH:26][C:27]=1[O:28][CH3:29])[C:21]([CH2:22][CH2:23][NH2:24])=[CH:20][NH:19]2.CCOCC, predict the reaction product. The product is: [C:1]([OH:6])(=[O:5])[C:2]([OH:4])=[O:3].[F:15][C:16]1[CH:17]=[C:18]2[C:25](=[CH:26][C:27]=1[O:28][CH3:29])[C:21]([CH2:22][CH2:23][NH2:24])=[CH:20][NH:19]2. (3) Given the reactants [Cl:1][C:2]1[CH:7]=[C:6]([Cl:8])[CH:5]=[CH:4][C:3]=1[C@@:9]1([CH2:32][N:33]2[CH:37]=[CH:36][N:35]=[CH:34]2)[O:13][C@H:12]([CH2:14][O:15][C:16]2[CH:21]=[CH:20][C:19]([N:22]3[CH2:27][CH2:26][N:25]([S:28]([CH3:31])(=[O:30])=[O:29])[CH2:24][CH2:23]3)=[CH:18][CH:17]=2)[CH2:11][O:10]1.[CH3:38][S:39]([CH2:38][S:39](Cl)(=[O:41])=[O:40])(=[O:41])=[O:40].CS(Cl)(=O)=O, predict the reaction product. The product is: [Cl:1][C:2]1[CH:7]=[C:6]([Cl:8])[CH:5]=[CH:4][C:3]=1[C@@:9]1([CH2:32][N:33]2[CH:37]=[CH:36][N:35]=[CH:34]2)[O:13][C@H:12]([CH2:14][O:15][C:16]2[CH:21]=[CH:20][C:19]([N:22]3[CH2:27][CH2:26][N:25]([S:28]([CH2:31][S:39]([CH3:38])(=[O:41])=[O:40])(=[O:30])=[O:29])[CH2:24][CH2:23]3)=[CH:18][CH:17]=2)[CH2:11][O:10]1. (4) Given the reactants [OH:1][C:2]1[C:11]2[C:6](=[CH:7][CH:8]=[CH:9][CH:10]=2)[C:5](=[O:12])[N:4]([C:13]2[CH:18]=[CH:17][C:16](I)=[CH:15][CH:14]=2)[N:3]=1.[C:20]1(B(O)O)[CH:25]=[CH:24][CH:23]=[CH:22][CH:21]=1.[F-].[K+], predict the reaction product. The product is: [C:16]1([C:20]2[CH:25]=[CH:24][CH:23]=[CH:22][CH:21]=2)[CH:17]=[CH:18][C:13]([N:4]2[N:3]=[C:2]([OH:1])[C:11]3[C:6](=[CH:7][CH:8]=[CH:9][CH:10]=3)[C:5]2=[O:12])=[CH:14][CH:15]=1. (5) Given the reactants C(N(C(C)C)CC)(C)C.[Cl:10][C:11]1[N:16]=[C:15](Cl)[C:14]([N+:18]([O-:20])=[O:19])=[CH:13][N:12]=1.Cl.[O:22]1[CH2:27][CH2:26][CH:25]([NH2:28])[CH2:24][CH2:23]1, predict the reaction product. The product is: [Cl:10][C:11]1[N:16]=[C:15]([NH:28][CH:25]2[CH2:26][CH2:27][O:22][CH2:23][CH2:24]2)[C:14]([N+:18]([O-:20])=[O:19])=[CH:13][N:12]=1.